Dataset: Full USPTO retrosynthesis dataset with 1.9M reactions from patents (1976-2016). Task: Predict the reactants needed to synthesize the given product. (1) The reactants are: [C:1]([O:5][C:6]([N:8]1[CH2:14][C:13]2[CH:15]=[C:16](Br)[CH:17]=[N:18][C:12]=2[NH:11][CH2:10][CH2:9]1)=[O:7])([CH3:4])([CH3:3])[CH3:2].[CH3:20][N:21]([CH2:26][C:27]1[O:28][C:29]2[CH:36]=[CH:35][CH:34]=[CH:33][C:30]=2[C:31]=1[CH3:32])[C:22](=[O:25])[CH:23]=[CH2:24].C(N(C(C)C)C(C)C)C.CC1C=CC=CC=1P(C1C=CC=CC=1C)C1C=CC=CC=1C. Given the product [C:1]([O:5][C:6]([N:8]1[CH2:14][C:13]2[CH:15]=[C:16](/[CH:24]=[CH:23]/[C:22](=[O:25])[N:21]([CH3:20])[CH2:26][C:27]3[O:28][C:29]4[CH:36]=[CH:35][CH:34]=[CH:33][C:30]=4[C:31]=3[CH3:32])[CH:17]=[N:18][C:12]=2[NH:11][CH2:10][CH2:9]1)=[O:7])([CH3:4])([CH3:3])[CH3:2], predict the reactants needed to synthesize it. (2) Given the product [CH3:40][O:39][C:36]1[CH:35]=[CH:34][C:33]([C:32]([C:31]2[CH:30]=[CH:29][C:28]([O:27][CH3:26])=[CH:49][CH:48]=2)([C:41]2[CH:46]=[CH:45][CH:44]=[CH:43][CH:42]=2)[O:25][CH2:24][CH:4]2[CH2:3][CH:2]([OH:1])[CH2:6][N:5]2[C:7]([O:9][CH2:10][CH:11]2[C:23]3[CH:22]=[CH:21][CH:20]=[CH:19][C:18]=3[C:17]3[C:12]2=[CH:13][CH:14]=[CH:15][CH:16]=3)=[O:8])=[CH:38][CH:37]=1, predict the reactants needed to synthesize it. The reactants are: [OH:1][CH:2]1[CH2:6][N:5]([C:7]([O:9][CH2:10][CH:11]2[C:23]3[CH:22]=[CH:21][CH:20]=[CH:19][C:18]=3[C:17]3[C:12]2=[CH:13][CH:14]=[CH:15][CH:16]=3)=[O:8])[CH:4]([CH2:24][OH:25])[CH2:3]1.[CH3:26][O:27][C:28]1[CH:49]=[CH:48][C:31]([C:32](Cl)([C:41]2[CH:46]=[CH:45][CH:44]=[CH:43][CH:42]=2)[C:33]2[CH:38]=[CH:37][C:36]([O:39][CH3:40])=[CH:35][CH:34]=2)=[CH:30][CH:29]=1. (3) Given the product [OH:9][CH2:8][C@@H:7]([O:11][C:12]1[CH:13]=[C:14]([CH:24]=[C:25]([O:27][C:28]2[CH:40]=[CH:39][C:31]3[C:32](=[O:38])[N:33]([CH3:37])[CH2:34][CH2:35][O:36][C:30]=3[CH:29]=2)[CH:26]=1)[C:15]([NH:17][C:18]1[S:22][N:21]=[C:20]([CH3:23])[N:19]=1)=[O:16])[CH3:6], predict the reactants needed to synthesize it. The reactants are: C[Si](I)(C)C.[CH3:6][C@H:7]([O:11][C:12]1[CH:13]=[C:14]([CH:24]=[C:25]([O:27][C:28]2[CH:40]=[CH:39][C:31]3[C:32](=[O:38])[N:33]([CH3:37])[CH2:34][CH2:35][O:36][C:30]=3[CH:29]=2)[CH:26]=1)[C:15]([NH:17][C:18]1[S:22][N:21]=[C:20]([CH3:23])[N:19]=1)=[O:16])[CH2:8][O:9]C.C(=O)([O-])O.[Na+]. (4) The reactants are: [Cl:1][C:2]1[CH:7]=[CH:6][C:5]([CH:8](O)[CH2:9][CH2:10][N:11]([CH3:13])[CH3:12])=[CH:4][CH:3]=1.OS(O)(=O)=O.O.[OH-].[Na+].CC#[N:25]. Given the product [Cl:1][C:2]1[CH:7]=[CH:6][C:5]([CH:8]([NH2:25])[CH2:9][CH2:10][N:11]([CH3:13])[CH3:12])=[CH:4][CH:3]=1, predict the reactants needed to synthesize it. (5) Given the product [CH3:1][O:2][C:3](=[O:31])[CH:4]([C:9]1[CH:14]=[C:13]([C:37]2[CH:38]=[CH:39][C:34]([C:33]([F:44])([F:43])[F:32])=[CH:35][CH:36]=2)[CH:12]=[C:11]([O:23][CH2:24][C:25]2[CH:30]=[CH:29][CH:28]=[CH:27][CH:26]=2)[CH:10]=1)[CH2:5][C:6]([CH3:8])=[CH2:7], predict the reactants needed to synthesize it. The reactants are: [CH3:1][O:2][C:3](=[O:31])[CH:4]([C:9]1[CH:14]=[C:13](OS(C(F)(F)F)(=O)=O)[CH:12]=[C:11]([O:23][CH2:24][C:25]2[CH:30]=[CH:29][CH:28]=[CH:27][CH:26]=2)[CH:10]=1)[CH2:5][C:6]([CH3:8])=[CH2:7].[F:32][C:33]([F:44])([F:43])[C:34]1[CH:39]=[CH:38][C:37](B(O)O)=[CH:36][CH:35]=1.C([O-])([O-])=O.[K+].[K+].COCCOC.